This data is from Full USPTO retrosynthesis dataset with 1.9M reactions from patents (1976-2016). The task is: Predict the reactants needed to synthesize the given product. (1) Given the product [F:12][C:13]1[CH:14]=[C:15]([CH2:20][C:4]([C:5]2[CH:6]=[CH:7][N:8]=[CH:9][CH:10]=2)=[O:11])[CH:16]=[CH:17][C:18]=1[F:19].[F:12][C:13]1[CH:14]=[C:15]([CH2:20][CH:21]([NH2:22])[C:5]2[CH:10]=[CH:9][N:8]=[CH:7][CH:6]=2)[CH:16]=[CH:17][C:18]=1[F:19], predict the reactants needed to synthesize it. The reactants are: C(O[C:4](=[O:11])[C:5]1[CH:10]=[CH:9][N:8]=[CH:7][CH:6]=1)C.[F:12][C:13]1[CH:14]=[C:15]([CH2:20][C:21]#[N:22])[CH:16]=[CH:17][C:18]=1[F:19]. (2) Given the product [S:13]1[CH:17]=[CH:16][CH:15]=[C:14]1[CH2:18][NH:19][C:10]([C:8]12[CH2:7][CH:6]3[CH2:1][CH:2]([CH2:3][CH:4]1[CH2:5]3)[CH2:9]2)=[O:12], predict the reactants needed to synthesize it. The reactants are: [CH2:1]1[CH:6]2[CH2:7][C:8]3([C:10]([OH:12])=O)[CH2:9][CH:2]1[CH2:3][CH:4]3[CH2:5]2.[S:13]1[CH:17]=[CH:16][CH:15]=[C:14]1[CH2:18][NH2:19].C(N(CC)CC)C.CCN=C=NCCCN(C)C. (3) Given the product [ClH:1].[CH3:19][C:20]1([CH3:31])[CH2:24][C:23]2[CH:25]=[CH:26][CH:27]=[C:28]([CH2:29][N:9]3[CH2:8][CH2:7][C:6]4([CH2:2][NH:3][CH2:4][CH2:5]4)[CH2:11][CH2:10]3)[C:22]=2[O:21]1, predict the reactants needed to synthesize it. The reactants are: [ClH:1].[CH2:2]1[C:6]2([CH2:11][CH2:10][NH:9][CH2:8][CH2:7]2)[CH2:5][CH2:4][N:3]1C(OC(C)(C)C)=O.[CH3:19][C:20]1([CH3:31])[CH2:24][C:23]2[CH:25]=[CH:26][CH:27]=[C:28]([CH:29]=O)[C:22]=2[O:21]1. (4) Given the product [C:3]([C:5]1[N:10]=[CH:9][C:8]([S:11]([NH2:2])(=[O:13])=[O:12])=[CH:7][CH:6]=1)#[N:4], predict the reactants needed to synthesize it. The reactants are: [OH-].[NH4+:2].[C:3]([C:5]1[N:10]=[CH:9][C:8]([S:11](Cl)(=[O:13])=[O:12])=[CH:7][CH:6]=1)#[N:4]. (5) Given the product [Br:1][C:2]1[S:6][C:5]2=[C:7]([CH:10]=[O:11])[N:8]=[CH:9][N:4]2[CH:3]=1, predict the reactants needed to synthesize it. The reactants are: [Br:1][C:2]1[S:6][C:5]2=[C:7]([CH2:10][OH:11])[N:8]=[CH:9][N:4]2[CH:3]=1.[Cr](Cl)([O-])(=O)=O.[NH+]1C=CC=CC=1.C([O-])(=O)C.[Na+].